Dataset: Forward reaction prediction with 1.9M reactions from USPTO patents (1976-2016). Task: Predict the product of the given reaction. (1) The product is: [CH3:18][CH:19]([C:21]1[CH:25]=[C:24]([CH2:26][NH:27][C:2]2[N:7]=[C:6]([NH:8][C:9]3[NH:10][N:11]=[C:12]([O:14][CH:15]([CH3:17])[CH3:16])[CH:13]=3)[CH:5]=[CH:4][N:3]=2)[O:23][N:22]=1)[CH3:20]. Given the reactants Cl[C:2]1[N:7]=[C:6]([NH:8][C:9]2[NH:10][N:11]=[C:12]([O:14][CH:15]([CH3:17])[CH3:16])[CH:13]=2)[CH:5]=[CH:4][N:3]=1.[CH3:18][CH:19]([C:21]1[CH:25]=[C:24]([CH2:26][NH2:27])[O:23][N:22]=1)[CH3:20].C(N(C(C)C)C(C)C)C, predict the reaction product. (2) The product is: [OH:1][CH:2]([C:6]1[CH:7]=[CH:8][C:9]([C:12]2[N:16]=[C:15]([C:17]3[O:21][N:20]=[C:19]([C:22]4[CH:23]=[CH:24][CH:25]=[CH:26][CH:27]=4)[C:18]=3[C:28]([F:31])([F:29])[F:30])[O:14][N:13]=2)=[CH:10][CH:11]=1)[C:3]([NH:40][CH2:41][C:42]([NH:44][CH3:45])=[O:43])=[O:4]. Given the reactants [OH:1][CH:2]([C:6]1[CH:11]=[CH:10][C:9]([C:12]2[N:16]=[C:15]([C:17]3[O:21][N:20]=[C:19]([C:22]4[CH:27]=[CH:26][CH:25]=[CH:24][CH:23]=4)[C:18]=3[C:28]([F:31])([F:30])[F:29])[O:14][N:13]=2)=[CH:8][CH:7]=1)[C:3](O)=[O:4].CN1CCOCC1.Cl.[NH2:40][CH2:41][C:42]([NH:44][CH3:45])=[O:43].CN(C(ON1N=NC2C=CC=NC1=2)=[N+](C)C)C.F[P-](F)(F)(F)(F)F, predict the reaction product. (3) The product is: [CH3:10][O:9][C:7]1[CH:8]=[C:3]([O:2][CH3:1])[CH:4]=[C:5]2[C:6]=1[CH:14]=[C:13](/[CH:18]=[CH:17]/[C:16](=[O:19])[CH3:15])[CH:12]=[CH:11]2. Given the reactants [CH3:1][O:2][C:3]1[CH:8]=[C:7]([O:9][CH3:10])[CH:6]=[C:5](/[CH:11]=[CH:12]/[C:13]2[CH:14]=[CH:15][C:16]([OH:19])=[CH:17][CH:18]=2)[CH:4]=1, predict the reaction product.